From a dataset of Forward reaction prediction with 1.9M reactions from USPTO patents (1976-2016). Predict the product of the given reaction. (1) Given the reactants [CH3:1][C:2]1[NH:3][C:4]2[C:9]([CH:10]=1)=[CH:8][C:7]([NH2:11])=[CH:6][CH:5]=2.C(OC([NH:19][CH2:20][C:21]1[CH:26]=[CH:25][C:24]([CH2:27][C@H:28]([NH:32][C:33]([O:35]CC2C3C=CC=CC=3C3C2=CC=CC=3)=O)[C:29]([OH:31])=O)=[CH:23][CH:22]=1)=O)(C)(C)C.[CH2:50]([O:57][C:58]1[CH:63]=[CH:62][C:61]([N:64]=C=O)=[CH:60][CH:59]=1)[C:51]1[CH:56]=[CH:55][CH:54]=[CH:53][CH:52]=1, predict the reaction product. The product is: [NH2:19][CH2:20][C:21]1[CH:22]=[CH:23][C:24]([CH2:27][C@H:28]([NH:32][C:33]([NH:64][C:61]2[CH:60]=[CH:59][C:58]([O:57][CH2:50][C:51]3[CH:52]=[CH:53][CH:54]=[CH:55][CH:56]=3)=[CH:63][CH:62]=2)=[O:35])[C:29]([NH:11][C:7]2[CH:8]=[C:9]3[C:4](=[CH:5][CH:6]=2)[NH:3][C:2]([CH3:1])=[CH:10]3)=[O:31])=[CH:25][CH:26]=1. (2) Given the reactants [NH:1]1[CH:5]=[CH:4][CH:3]=[C:2]1[CH:6]=O.[C:8]1([P:14]([C:18]2[CH:23]=[CH:22][CH:21]=[CH:20][CH:19]=2)[CH2:15][CH2:16][NH2:17])[CH:13]=[CH:12][CH:11]=[CH:10][CH:9]=1, predict the reaction product. The product is: [NH:1]1[CH:5]=[CH:4][CH:3]=[C:2]1[CH:6]=[N:17][CH2:16][CH2:15][P:14]([C:18]1[CH:23]=[CH:22][CH:21]=[CH:20][CH:19]=1)[C:8]1[CH:13]=[CH:12][CH:11]=[CH:10][CH:9]=1. (3) Given the reactants [CH3:1][C@H:2]1[C@:7]2([OH:30])[C@:8]34[O:28][C@H:27]5[C@@:16]6([C@@H:23]([OH:29])[C:24]([O:26]5)=[O:25])[C@H:17]([C:19]([CH3:22])([CH3:21])[CH3:20])[CH2:18][C@H:12]([C@@:13]36[C@@H:14]([OH:15])[C@@H:6]2[O:5][C:3]1=[O:4])[O:11][C:9]4=[O:10].[C:31]([O-])([O-])=O.[K+].[K+].IC, predict the reaction product. The product is: [CH3:1][C@H:2]1[C@:7]2([OH:30])[C:8]34[O:28][CH:27]5[C@@:16]6([C@@H:23]([O:29][CH3:31])[C:24]([O:26]5)=[O:25])[C@H:17]([C:19]([CH3:22])([CH3:21])[CH3:20])[CH2:18][C@H:12]([C@:13]36[C@H:14]([OH:15])[CH:6]2[O:5][C:3]1=[O:4])[O:11][C:9]4=[O:10]. (4) Given the reactants [Br:1][C:2]1[CH:3]=[N:4][N:5]([CH3:16])[C:6]=1[C:7]1[CH:8]=[C:9]([C:13]([OH:15])=O)[S:10][C:11]=1[CH3:12].[NH2:17][C@@H:18]([CH2:31][C:32]1[CH:37]=[CH:36][C:35]([F:38])=[CH:34][CH:33]=1)[CH2:19][N:20]1[C:28](=[O:29])[C:27]2[C:22](=[CH:23][CH:24]=[CH:25][CH:26]=2)[C:21]1=[O:30].CC(OC(N[C@H](C(O)=O)CC1C=CC=CC=1C(F)(F)F)=O)(C)C.C1CN([P+](Br)(N2CCCC2)N2CCCC2)CC1.F[P-](F)(F)(F)(F)F.CCN(C(C)C)C(C)C, predict the reaction product. The product is: [Br:1][C:2]1[CH:3]=[N:4][N:5]([CH3:16])[C:6]=1[C:7]1[CH:8]=[C:9]([C:13]([NH:17][C@@H:18]([CH2:31][C:32]2[CH:33]=[CH:34][C:35]([F:38])=[CH:36][CH:37]=2)[CH2:19][N:20]2[C:28](=[O:29])[C:27]3[C:22](=[CH:23][CH:24]=[CH:25][CH:26]=3)[C:21]2=[O:30])=[O:15])[S:10][C:11]=1[CH3:12]. (5) Given the reactants [CH2:1]([N:8]1[C:12]2=[CH:13][CH:14]=[C:15]3[C:20]([N:19]=[C:18](Cl)[N:17]=[C:16]3[N:22]3[CH2:27][CH2:26][O:25][CH2:24][CH2:23]3)=[C:11]2[CH:10]=[CH:9]1)[C:2]1[CH:7]=[CH:6][CH:5]=[CH:4][CH:3]=1.[OH:28][CH2:29][C:30]1[CH:31]=[C:32](B(O)O)[CH:33]=[CH:34][CH:35]=1.C([O-])([O-])=O.[Na+].[Na+], predict the reaction product. The product is: [CH2:1]([N:8]1[C:12]2=[CH:13][CH:14]=[C:15]3[C:20]([N:19]=[C:18]([C:34]4[CH:35]=[C:30]([CH2:29][OH:28])[CH:31]=[CH:32][CH:33]=4)[N:17]=[C:16]3[N:22]3[CH2:27][CH2:26][O:25][CH2:24][CH2:23]3)=[C:11]2[CH:10]=[CH:9]1)[C:2]1[CH:7]=[CH:6][CH:5]=[CH:4][CH:3]=1. (6) The product is: [CH2:1]([N:4]([CH2:5][CH:6]([CH3:10])[CH2:7][CH:8]=[CH2:9])[S:24]([C:19]1[CH:20]=[CH:21][CH:22]=[CH:23][N:18]=1)(=[O:26])=[O:25])[CH:2]=[CH2:3]. Given the reactants [CH2:1]([NH:4][CH2:5][CH:6]([CH3:10])[CH2:7][CH:8]=[CH2:9])[CH:2]=[CH2:3].CN1CCOCC1.[N:18]1[CH:23]=[CH:22][CH:21]=[CH:20][C:19]=1[S:24](Cl)(=[O:26])=[O:25], predict the reaction product. (7) Given the reactants [Br:1][C:2]1[CH:3]=[C:4]2[C:9](=[CH:10][CH:11]=1)[CH2:8][CH:7]([OH:12])[CH2:6][CH2:5]2.[OH-].[K+].I[CH3:16], predict the reaction product. The product is: [CH3:16][O:12][CH:7]1[CH2:6][CH2:5][C:4]2[C:9](=[CH:10][CH:11]=[C:2]([Br:1])[CH:3]=2)[CH2:8]1. (8) Given the reactants [Cl:1][C:2]1[CH:8]=[CH:7][C:5]([NH2:6])=[CH:4][CH:3]=1.[CH:9]([CH:12]([C:18](OCC)=[O:19])[C:13](OCC)=[O:14])([CH3:11])[CH3:10], predict the reaction product. The product is: [Cl:1][C:2]1[CH:8]=[C:7]2[C:5](=[CH:4][CH:3]=1)[NH:6][C:13](=[O:14])[C:12]([CH:9]([CH3:11])[CH3:10])=[C:18]2[OH:19].